From a dataset of Full USPTO retrosynthesis dataset with 1.9M reactions from patents (1976-2016). Predict the reactants needed to synthesize the given product. (1) Given the product [F:37][C:38]1([F:42])[CH2:41][N:40]([C:1]([N:12]2[CH2:11][C@H:10]([C:14]3[N:18]4[C:19]5[CH:25]=[CH:24][N:23]([S:26]([C:29]6[CH:30]=[CH:31][C:32]([CH3:33])=[CH:34][CH:35]=6)(=[O:28])=[O:27])[C:20]=5[N:21]=[CH:22][C:17]4=[N:16][N:15]=3)[C@H:9]([CH2:7][CH3:8])[CH2:13]2)=[O:2])[CH2:39]1, predict the reactants needed to synthesize it. The reactants are: [C:1](Cl)(Cl)=[O:2].N#N.[CH2:7]([C@H:9]1[CH2:13][NH:12][CH2:11][C@H:10]1[C:14]1[N:18]2[C:19]3[CH:25]=[CH:24][N:23]([S:26]([C:29]4[CH:35]=[CH:34][C:32]([CH3:33])=[CH:31][CH:30]=4)(=[O:28])=[O:27])[C:20]=3[N:21]=[CH:22][C:17]2=[N:16][N:15]=1)[CH3:8].Cl.[F:37][C:38]1([F:42])[CH2:41][NH:40][CH2:39]1.C(=O)(O)[O-].[Na+]. (2) Given the product [Cl:1][C:2]1[C:6]([Cl:7])=[C:5]([CH3:8])[NH:4][C:3]=1[C:9]([NH:11][CH:12]1[CH2:17][CH2:16][N:15]([C:18]2[N:23]=[C:22]([O:24][CH3:25])[N:21]=[C:20]([C:26]([NH:32][O:30][CH3:31])=[O:27])[CH:19]=2)[CH2:14][CH2:13]1)=[O:10], predict the reactants needed to synthesize it. The reactants are: [Cl:1][C:2]1[C:6]([Cl:7])=[C:5]([CH3:8])[NH:4][C:3]=1[C:9]([NH:11][CH:12]1[CH2:17][CH2:16][N:15]([C:18]2[N:23]=[C:22]([O:24][CH3:25])[N:21]=[C:20]([C:26](O)=[O:27])[CH:19]=2)[CH2:14][CH2:13]1)=[O:10].Cl.[O:30]([NH2:32])[CH3:31]. (3) The reactants are: [CH:1]1[C:10]2[C:5](=[CH:6][CH:7]=[CH:8][CH:9]=2)[CH:4]=[CH:3][C:2]=1[S:11](Cl)(=[O:13])=[O:12].Cl.Cl.[NH2:17][CH:18]([CH2:24][NH:25][C:26]([CH:28]1[CH2:33][CH2:32][N:31]([C:34]2[CH:39]=[CH:38][N:37]=[CH:36][CH:35]=2)[CH2:30][CH2:29]1)=[O:27])[C:19]([O:21][CH2:22][CH3:23])=[O:20]. Given the product [CH:1]1[C:10]2[C:5](=[CH:6][CH:7]=[CH:8][CH:9]=2)[CH:4]=[CH:3][C:2]=1[S:11]([NH:17][CH:18]([CH2:24][NH:25][C:26]([CH:28]1[CH2:29][CH2:30][N:31]([C:34]2[CH:39]=[CH:38][N:37]=[CH:36][CH:35]=2)[CH2:32][CH2:33]1)=[O:27])[C:19]([O:21][CH2:22][CH3:23])=[O:20])(=[O:13])=[O:12], predict the reactants needed to synthesize it. (4) The reactants are: [C:1]([O:5][C:6](=[O:21])[NH:7][CH:8]1[CH2:12][CH2:11][N:10]([C:13]2[CH:18]=[CH:17][C:16]([NH2:19])=[C:15]([NH2:20])[N:14]=2)[CH2:9]1)([CH3:4])([CH3:3])[CH3:2].[CH3:22]OC(OC)OC.C([O-])(O)=O.[Na+]. Given the product [C:1]([O:5][C:6](=[O:21])[NH:7][C:8]1[CH2:12][CH2:11][N:10]([C:13]2[N:14]=[C:15]3[NH:20][CH:22]=[N:19][C:16]3=[CH:17][CH:18]=2)[CH:9]=1)([CH3:4])([CH3:2])[CH3:3], predict the reactants needed to synthesize it. (5) Given the product [CH2:22]([N:18]1[CH2:17][CH2:16][N:15]([C:10]2[CH:11]=[CH:12][CH:13]=[CH:14][C:9]=2[CH:4]2[CH2:3][C:2]([CH3:21])([CH3:1])[C:6]([CH3:7])([CH3:8])[CH2:5]2)[CH2:20][CH2:19]1)[CH2:23][CH3:24], predict the reactants needed to synthesize it. The reactants are: [CH3:1][C:2]1([CH3:21])[C:6]([CH3:8])([CH3:7])[CH2:5][CH:4]([C:9]2[CH:14]=[CH:13][CH:12]=[CH:11][C:10]=2[N:15]2[CH2:20][CH2:19][NH:18][CH2:17][CH2:16]2)[CH2:3]1.[CH:22](=O)[CH2:23][CH3:24].C(O[BH-](OC(=O)C)OC(=O)C)(=O)C.[Na+].C(O)(=O)C.C(=O)([O-])O.[Na+].